This data is from Catalyst prediction with 721,799 reactions and 888 catalyst types from USPTO. The task is: Predict which catalyst facilitates the given reaction. (1) Reactant: [CH:1]1([NH2:7])[CH2:6][CH2:5][CH2:4][CH2:3][CH2:2]1.[C:8](Cl)(=[O:15])[C:9]1[CH:14]=[CH:13][CH:12]=[CH:11][CH:10]=1.O. Product: [CH:1]1([NH:7][C:8](=[O:15])[C:9]2[CH:14]=[CH:13][CH:12]=[CH:11][CH:10]=2)[CH2:6][CH2:5][CH2:4][CH2:3][CH2:2]1. The catalyst class is: 1. (2) Product: [Cl:17][C:12]1[C:11]2[C:10]3[C:9](=[C:20]([CH3:21])[O:19][N:18]=3)[C:8](=[O:22])[N:7]([CH:5]3[CH2:6][CH:2]([NH:1][C:36]([NH:35][C:27]4[CH:26]=[C:25]([O:24][CH3:23])[C:30]([O:31][CH3:32])=[C:29]([O:33][CH3:34])[CH:28]=4)=[O:37])[CH:3]=[CH:4]3)[C:16]=2[CH:15]=[CH:14][CH:13]=1. Reactant: [NH2:1][CH:2]1[CH2:6][CH:5]([N:7]2[C:16]3[CH:15]=[CH:14][CH:13]=[C:12]([Cl:17])[C:11]=3[C:10]3=[N:18][O:19][C:20]([CH3:21])=[C:9]3[C:8]2=[O:22])[CH:4]=[CH:3]1.[CH3:23][O:24][C:25]1[CH:26]=[C:27]([N:35]=[C:36]=[O:37])[CH:28]=[C:29]([O:33][CH3:34])[C:30]=1[O:31][CH3:32]. The catalyst class is: 64. (3) Reactant: [OH:1][C:2]1[CH:9]=[CH:8][C:5]([CH:6]=[O:7])=[CH:4][C:3]=1[O:10][CH3:11].C(=O)([O-])[O-].[Li+].[Li+].Cl[C:19]1[C:24]([Cl:25])=[CH:23][C:22]([C:26]([F:29])([F:28])[F:27])=[CH:21][N:20]=1.O. Product: [Cl:25][C:24]1[C:19]([O:1][C:2]2[CH:9]=[CH:8][C:5]([CH:6]=[O:7])=[CH:4][C:3]=2[O:10][CH3:11])=[N:20][CH:21]=[C:22]([C:26]([F:28])([F:27])[F:29])[CH:23]=1. The catalyst class is: 16. (4) Reactant: [NH4+:1].[Cl-:2].C[Al](C)C.[C:7]1([CH2:17][C:18]#[N:19])[C:16]2[C:11](=[CH:12][CH:13]=[CH:14][CH:15]=2)[CH:10]=[CH:9][CH:8]=1. Product: [ClH:2].[C:7]1([CH2:17][C:18]([NH2:1])=[NH:19])[C:16]2[C:11](=[CH:12][CH:13]=[CH:14][CH:15]=2)[CH:10]=[CH:9][CH:8]=1. The catalyst class is: 11. (5) Reactant: [N+:1]([C:4]1[CH:12]=[C:11]([C:13]2[C:18]([C:19]([F:22])([F:21])[F:20])=[CH:17][CH:16]=[CH:15][N:14]=2)[CH:10]=[CH:9][C:5]=1[C:6]([OH:8])=O)([O-:3])=[O:2].Cl.[CH3:24][NH:25][O:26][CH3:27].CCN=C=NCCCN(C)C.C(N(CC)CC)C.C(=O)(O)[O-].[Na+]. Product: [CH3:27][O:26][N:25]([CH3:24])[C:6](=[O:8])[C:5]1[CH:9]=[CH:10][C:11]([C:13]2[C:18]([C:19]([F:21])([F:22])[F:20])=[CH:17][CH:16]=[CH:15][N:14]=2)=[CH:12][C:4]=1[N+:1]([O-:3])=[O:2]. The catalyst class is: 4.